Dataset: HIV replication inhibition screening data with 41,000+ compounds from the AIDS Antiviral Screen. Task: Binary Classification. Given a drug SMILES string, predict its activity (active/inactive) in a high-throughput screening assay against a specified biological target. (1) The molecule is CCOC(=O)Nc1nc2ccccc2[nH]1. The result is 0 (inactive). (2) The drug is COC1C2=CC=CC=CC2n2c(=O)n(C)c(=O)n21. The result is 0 (inactive).